From a dataset of Peptide-MHC class II binding affinity with 134,281 pairs from IEDB. Regression. Given a peptide amino acid sequence and an MHC pseudo amino acid sequence, predict their binding affinity value. This is MHC class II binding data. (1) The peptide sequence is PPLYATGRLSQAQLM. The MHC is HLA-DPA10103-DPB10401 with pseudo-sequence HLA-DPA10103-DPB10401. The binding affinity (normalized) is 0.0573. (2) The MHC is DRB1_0401 with pseudo-sequence DRB1_0401. The binding affinity (normalized) is 0.576. The peptide sequence is SQDLELRWNLNGLQAY. (3) The peptide sequence is TYGDKWLDAKSTWYG. The MHC is HLA-DQA10102-DQB10602 with pseudo-sequence HLA-DQA10102-DQB10602. The binding affinity (normalized) is 0.0428. (4) The peptide sequence is GAVDIINKWQVVAPQ. The MHC is DRB1_0701 with pseudo-sequence DRB1_0701. The binding affinity (normalized) is 0.128.